Dataset: Peptide-MHC class I binding affinity with 185,985 pairs from IEDB/IMGT. Task: Regression. Given a peptide amino acid sequence and an MHC pseudo amino acid sequence, predict their binding affinity value. This is MHC class I binding data. (1) The peptide sequence is FDWCQGDTF. The MHC is Mamu-B17 with pseudo-sequence Mamu-B17. The binding affinity (normalized) is 0.171. (2) The peptide sequence is EGFDPRALI. The MHC is HLA-A11:01 with pseudo-sequence HLA-A11:01. The binding affinity (normalized) is 0.213. (3) The binding affinity (normalized) is 0.162. The peptide sequence is MSDIFHALV. The MHC is HLA-B08:01 with pseudo-sequence HLA-B08:01. (4) The peptide sequence is FSQHNYRQGY. The MHC is HLA-A01:01 with pseudo-sequence HLA-A01:01. The binding affinity (normalized) is 0.505. (5) The peptide sequence is FAIVPPLQI. The MHC is HLA-A03:01 with pseudo-sequence HLA-A03:01. The binding affinity (normalized) is 0.0847.